Dataset: Full USPTO retrosynthesis dataset with 1.9M reactions from patents (1976-2016). Task: Predict the reactants needed to synthesize the given product. (1) Given the product [CH3:1][N:2]1[CH2:3][CH2:4][N:5]([CH2:8][CH2:9][CH2:10][C:11]2[C:19]3[CH2:18][CH2:17][CH2:16][CH2:15][C:14]=3[NH:13][CH:12]=2)[CH2:6][CH2:7]1, predict the reactants needed to synthesize it. The reactants are: [CH3:1][N:2]1[CH2:7][CH2:6][N:5]([C:8](=O)[CH2:9][CH2:10][C:11]2[C:19]3[C:18](=O)[CH2:17][CH2:16][CH2:15][C:14]=3[NH:13][CH:12]=2)[CH2:4][CH2:3]1.[H-].[Al+3].[Li+].[H-].[H-].[H-].O.[OH-].[Na+]. (2) Given the product [N:30]1[CH:31]=[CH:32][CH:33]=[CH:34][C:29]=1[CH2:28][NH:8][CH2:9][C:10]1[CH:11]=[CH:12][C:13]([CH2:16][N:17]([CH2:40][C:36]2[S:35][CH:39]=[CH:38][N:37]=2)[CH:18]2[C:27]3[N:26]=[CH:25][CH:24]=[CH:23][C:22]=3[CH2:21][CH2:20][CH2:19]2)=[CH:14][CH:15]=1, predict the reactants needed to synthesize it. The reactants are: C(OC([N:8]([CH2:28][C:29]1[CH:34]=[CH:33][CH:32]=[CH:31][N:30]=1)[CH2:9][C:10]1[CH:15]=[CH:14][C:13]([CH2:16][NH:17][CH:18]2[C:27]3[N:26]=[CH:25][CH:24]=[CH:23][C:22]=3[CH2:21][CH2:20][CH2:19]2)=[CH:12][CH:11]=1)=O)(C)(C)C.[S:35]1[CH:39]=[CH:38][N:37]=[C:36]1[CH:40]=O.[BH3-]C#N.[Na+]. (3) Given the product [CH3:11][C:9]1[CH:10]=[C:6]([C:4]([OH:5])=[O:3])[NH:7][C:8]=1[CH:12]=[O:13], predict the reactants needed to synthesize it. The reactants are: C([O:3][C:4]([C:6]1[NH:7][C:8]([CH:12]=[O:13])=[C:9]([CH3:11])[CH:10]=1)=[O:5])C.Cl.